From a dataset of Catalyst prediction with 721,799 reactions and 888 catalyst types from USPTO. Predict which catalyst facilitates the given reaction. (1) Reactant: [C:1]1([CH2:7][C@H:8]([C@@H:11]([CH2:15][CH2:16][CH2:17][CH3:18])[C@@H:12]([OH:14])[CH3:13])[CH:9]=[CH2:10])[CH:6]=[CH:5][CH:4]=[CH:3][CH:2]=1.CCN(CC)CC.[C:26](OC(=O)C)(=[O:28])[CH3:27]. Product: [C:26]([O:14][C@H:12]([C@@H:11]([C@H:8]([CH:9]=[CH2:10])[CH2:7][C:1]1[CH:6]=[CH:5][CH:4]=[CH:3][CH:2]=1)[CH2:15][CH2:16][CH2:17][CH3:18])[CH3:13])(=[O:28])[CH3:27]. The catalyst class is: 64. (2) Reactant: [NH2:1][C:2]1[C:3]([C:9]([NH:11][CH3:12])=[O:10])=[N:4][C:5](Br)=[CH:6][N:7]=1.[OH:13][CH2:14][C:15]1[CH:16]=[C:17](B(O)O)[CH:18]=[CH:19][CH:20]=1.C([O-])([O-])=O.[K+].[K+].O. Product: [NH2:1][C:2]1[C:3]([C:9]([NH:11][CH3:12])=[O:10])=[N:4][C:5]([C:19]2[CH:18]=[CH:17][CH:16]=[C:15]([CH2:14][OH:13])[CH:20]=2)=[CH:6][N:7]=1. The catalyst class is: 128. (3) Reactant: Cl.[NH2:2][C:3]1[NH:4][CH2:5][CH2:6][CH2:7][N:8]=1.CC(C)([O-])C.[K+].[CH2:15]([O:22][C:23]([NH:25][C@@H:26]([CH2:34][NH:35][C:36](=[O:49])[C:37]1[CH:42]=[CH:41][C:40]([CH2:43][CH2:44][C:45](OC)=[O:46])=[CH:39][CH:38]=1)[C:27]([O:29][C:30]([CH3:33])([CH3:32])[CH3:31])=[O:28])=[O:24])[C:16]1[CH:21]=[CH:20][CH:19]=[CH:18][CH:17]=1.C(O)(=O)C. Product: [CH2:15]([O:22][C:23]([NH:25][C@@H:26]([CH2:34][NH:35][C:36](=[O:49])[C:37]1[CH:42]=[CH:41][C:40]([CH2:43][CH2:44][C:45](=[O:46])[NH:2][C:3]2[NH:8][CH2:7][CH2:6][CH2:5][N:4]=2)=[CH:39][CH:38]=1)[C:27]([O:29][C:30]([CH3:32])([CH3:31])[CH3:33])=[O:28])=[O:24])[C:16]1[CH:17]=[CH:18][CH:19]=[CH:20][CH:21]=1. The catalyst class is: 9. (4) Reactant: [Cl:1][C:2]1[N:10]=[C:9]2[C:5]([N:6]([CH2:15][O:16][CH2:17][CH2:18][Si:19]([CH3:22])([CH3:21])[CH3:20])[C:7](S(C)(=O)=O)=[N:8]2)=[CH:4][N:3]=1.[Si:23]([O:30][C@H:31]1[C@H:35]2[O:36][CH2:37][C@@H:38]([OH:39])[C@H:34]2[O:33][CH2:32]1)([C:26]([CH3:29])([CH3:28])[CH3:27])([CH3:25])[CH3:24].N12CCCC=C1CCCCN2. Product: [Si:23]([O:30][C@H:31]1[C@H:35]2[O:36][CH2:37][C@@H:38]([O:39][C:7]3[N:6]([CH2:15][O:16][CH2:17][CH2:18][Si:19]([CH3:22])([CH3:21])[CH3:20])[C:5]4[C:9](=[N:10][C:2]([Cl:1])=[N:3][CH:4]=4)[N:8]=3)[C@H:34]2[O:33][CH2:32]1)([C:26]([CH3:29])([CH3:27])[CH3:28])([CH3:25])[CH3:24]. The catalyst class is: 3. (5) Reactant: [NH3:1].CO[C:4]([CH:6]1[O:10][C:9](=[O:11])[N:8]([C:12]2[CH:13]=[C:14]3[C:18](=[CH:19][CH:20]=2)[N:17]([CH2:21][CH:22]([CH3:24])[CH3:23])[C:16](=[O:25])[CH2:15]3)[CH2:7]1)=[O:5]. Product: [CH2:21]([N:17]1[C:18]2[C:14](=[CH:13][C:12]([N:8]3[CH2:7][C@H:6]([C:4]([NH2:1])=[O:5])[O:10][C:9]3=[O:11])=[CH:20][CH:19]=2)[CH2:15][C:16]1=[O:25])[CH:22]([CH3:24])[CH3:23]. The catalyst class is: 5.